From a dataset of Forward reaction prediction with 1.9M reactions from USPTO patents (1976-2016). Predict the product of the given reaction. (1) Given the reactants [CH:1]1([NH:4][CH2:5][C@@H:6]2[C@@H:10]([OH:11])[CH2:9][N:8]([C:12]([O:14][CH2:15][C:16]3[CH:21]=[CH:20][CH:19]=[CH:18][CH:17]=3)=[O:13])[CH2:7]2)[CH2:3][CH2:2]1.CO.[ClH:24].C(OC(C)C)(C)C, predict the reaction product. The product is: [ClH:24].[CH:1]1([NH:4][CH2:5][C@@H:6]2[C@@H:10]([OH:11])[CH2:9][N:8]([C:12]([O:14][CH2:15][C:16]3[CH:17]=[CH:18][CH:19]=[CH:20][CH:21]=3)=[O:13])[CH2:7]2)[CH2:3][CH2:2]1. (2) The product is: [CH3:1][C@@H:2]1[O:9][C:7](=[O:8])[C@H:6]([CH3:10])[O:5][C:3]1=[O:4].[C:14]1(=[O:15])[O:16][CH2:17][CH2:18][CH2:11][CH2:12][CH2:13]1. Given the reactants [CH3:1][C@@H:2]1[O:9][C:7](=[O:8])[C@H:6]([CH3:10])[O:5][C:3]1=[O:4].[CH2:11]1[CH2:18][CH2:17][O:16][C:14](=[O:15])[CH2:13][CH2:12]1, predict the reaction product. (3) The product is: [CH3:4][C:3]1[C:24]([C:23]([O:22][CH3:20])=[O:28])=[N+:5]([O-:16])[CH:6]=[CH:7][C:2]=1[F:1]. Given the reactants [F:1][C:2]1[CH:7]=[CH:6][N:5]=[C:4](C(OC)=O)[CH:3]=1.OO.NC(N)=[O:16].FC(F)(F)[C:20]([O:22][C:23](=[O:28])[C:24](F)(F)F)=O.Cl, predict the reaction product. (4) The product is: [F:21][C:22]1([F:26])[CH2:25][N:24]([C:3]2[N:8]=[CH:7][N:6]=[C:5]([N:9]3[C:13](=[O:14])[C:12]([N:15]4[CH:19]=[CH:18][N:17]=[N:16]4)=[CH:11][NH:10]3)[CH:4]=2)[CH2:23]1. Given the reactants Cl.Cl[C:3]1[N:8]=[CH:7][N:6]=[C:5]([N:9]2[C:13](=[O:14])[C:12]([N:15]3[CH:19]=[CH:18][N:17]=[N:16]3)=[CH:11][NH:10]2)[CH:4]=1.Cl.[F:21][C:22]1([F:26])[CH2:25][NH:24][CH2:23]1.C(N(C(C)C)C(C)C)C, predict the reaction product. (5) Given the reactants [CH3:1][O:2][CH2:3][C:4]([OH:6])=O.[Cl:7][C:8]1[CH:9]=[C:10]([NH:22][C:23]2[C:32]3[C:27](=[CH:28][CH:29]=[CH:30][C:31]=3[O:33][CH2:34][C@H:35]3[CH2:39][CH2:38][CH2:37][NH:36]3)[N:26]=[CH:25][N:24]=2)[CH:11]=[CH:12][C:13]=1[O:14][CH2:15][C:16]1[CH:21]=[CH:20][CH:19]=[CH:18][N:17]=1, predict the reaction product. The product is: [Cl:7][C:8]1[CH:9]=[C:10]([NH:22][C:23]2[C:32]3[C:27](=[CH:28][CH:29]=[CH:30][C:31]=3[O:33][CH2:34][C@H:35]3[CH2:39][CH2:38][CH2:37][N:36]3[C:4](=[O:6])[CH2:3][O:2][CH3:1])[N:26]=[CH:25][N:24]=2)[CH:11]=[CH:12][C:13]=1[O:14][CH2:15][C:16]1[CH:21]=[CH:20][CH:19]=[CH:18][N:17]=1. (6) Given the reactants [OH:1][C:2]1[CH:7]=[CH:6][C:5]([CH:8]2[CH2:13][CH2:12][N:11]([C:14]([O:16][CH2:17][C:18]3[CH:23]=[CH:22][CH:21]=[CH:20][CH:19]=3)=[O:15])[CH2:10][CH:9]2[O:24][CH2:25][C:26]2[CH:35]=[C:34]3[C:29]([CH2:30][CH2:31][C:32](=[O:41])[N:33]3[CH2:36][CH2:37][CH2:38][O:39][CH3:40])=[CH:28][CH:27]=2)=[CH:4][CH:3]=1.C1(C)C=CC(S(O[CH2:52][CH2:53][CH2:54][O:55][CH:56]([C:58]2[CH:63]=[CH:62][CH:61]=[CH:60][CH:59]=2)[CH3:57])(=O)=O)=CC=1.C(=O)([O-])[O-].[Cs+].[Cs+], predict the reaction product. The product is: [CH3:40][O:39][CH2:38][CH2:37][CH2:36][N:33]1[C:34]2[C:29](=[CH:28][CH:27]=[C:26]([CH2:25][O:24][CH:9]3[CH:8]([C:5]4[CH:6]=[CH:7][C:2]([O:1][CH2:52][CH2:53][CH2:54][O:55][CH:56]([C:58]5[CH:63]=[CH:62][CH:61]=[CH:60][CH:59]=5)[CH3:57])=[CH:3][CH:4]=4)[CH2:13][CH2:12][N:11]([C:14]([O:16][CH2:17][C:18]4[CH:19]=[CH:20][CH:21]=[CH:22][CH:23]=4)=[O:15])[CH2:10]3)[CH:35]=2)[CH2:30][CH2:31][C:32]1=[O:41].